From a dataset of Forward reaction prediction with 1.9M reactions from USPTO patents (1976-2016). Predict the product of the given reaction. (1) Given the reactants Cl[C:2]1[N:10]=[CH:9][N:8]=[C:7]2[C:3]=1[N:4]=[C:5]([C:18]1[CH:23]=[CH:22][CH:21]=[CH:20][C:19]=1[Cl:24])[N:6]2[C:11]1[CH:16]=[CH:15][C:14]([Cl:17])=[CH:13][CH:12]=1.[CH:25]([N:28]1[C:32]2([CH2:37][CH2:36][NH:35][CH2:34][CH2:33]2)[C:31](=[O:38])[NH:30][CH2:29]1)([CH3:27])[CH3:26].C(N(CC)CC)C, predict the reaction product. The product is: [Cl:17][C:14]1[CH:13]=[CH:12][C:11]([N:6]2[C:5]([C:18]3[CH:23]=[CH:22][CH:21]=[CH:20][C:19]=3[Cl:24])=[N:4][C:3]3[C:7]2=[N:8][CH:9]=[N:10][C:2]=3[N:35]2[CH2:36][CH2:37][C:32]3([N:28]([CH:25]([CH3:26])[CH3:27])[CH2:29][NH:30][C:31]3=[O:38])[CH2:33][CH2:34]2)=[CH:16][CH:15]=1. (2) Given the reactants [Cl:1][C:2]1[CH:29]=[CH:28][C:5]([CH2:6][C:7]2[C:8]([CH3:27])=[N:9][O:10][C:11]=2[C@H:12]2[CH2:16][CH2:15][CH2:14][N:13]2C(OCC2C=CC=CC=2)=O)=[CH:4][CH:3]=1.I[Si](C)(C)C, predict the reaction product. The product is: [Cl:1][C:2]1[CH:29]=[CH:28][C:5]([CH2:6][C:7]2[C:8]([CH3:27])=[N:9][O:10][C:11]=2[C@H:12]2[CH2:16][CH2:15][CH2:14][NH:13]2)=[CH:4][CH:3]=1. (3) Given the reactants COC(=O)C(S(C1C=CC=C(Cl)C=1)(=O)=O)=COCC.COC(=O)C(S(C1C=CC(F)=C(Cl)C=1)(=O)=O)=COCC.[CH3:40][O:41][C:42](=[O:59])[C:43]([S:48]([C:51]1[CH:56]=[CH:55][C:54]([Cl:57])=[C:53](Cl)[CH:52]=1)(=[O:50])=[O:49])=[CH:44][O:45][CH2:46][CH3:47].COC(=O)C(S(C1C=CC(F)=CC=1)(=O)=O)=COCC, predict the reaction product. The product is: [CH3:40][O:41][C:42](=[O:59])[C:43]([S:48]([C:51]1[CH:52]=[CH:53][C:54]([Cl:57])=[CH:55][CH:56]=1)(=[O:50])=[O:49])=[CH:44][O:45][CH2:46][CH3:47]. (4) The product is: [OH:44][C@@H:43]([CH3:45])[C:42]([N:1]1[CH2:4][CH:3]([C:5]2[CH:27]=[CH:26][C:8]3[C:9]4[N:10]=[C:11]([C:17]5[N:18]([CH:23]([CH3:25])[CH3:24])[N:19]=[C:20]([CH3:22])[N:21]=5)[S:12][C:13]=4[CH2:14][CH2:15][O:16][C:7]=3[CH:6]=2)[CH2:2]1)=[O:46]. Given the reactants [NH:1]1[CH2:4][CH:3]([C:5]2[CH:27]=[CH:26][C:8]3[C:9]4[N:10]=[C:11]([C:17]5[N:18]([CH:23]([CH3:25])[CH3:24])[N:19]=[C:20]([CH3:22])[N:21]=5)[S:12][C:13]=4[CH2:14][CH2:15][O:16][C:7]=3[CH:6]=2)[CH2:2]1.C(N(CC)C(C)C)(C)C.O1CCCC1.[C:42](O)(=[O:46])[C@H:43]([CH3:45])[OH:44], predict the reaction product. (5) Given the reactants [C:1]([CH:4]1[CH2:6][CH:5]1[C:7]([C:9]1(C(OCC)=O)[CH2:23][CH2:22][C:12]2[N:13]=[C:14]([C:16]3[CH:21]=[CH:20][CH:19]=[CH:18][CH:17]=3)[O:15][C:11]=2[CH2:10]1)=[O:8])([OH:3])=[O:2].Cl, predict the reaction product. The product is: [C:16]1([C:14]2[O:15][C:11]3[CH2:10][CH:9]([C:7]([CH:5]4[CH2:6][CH:4]4[C:1]([OH:3])=[O:2])=[O:8])[CH2:23][CH2:22][C:12]=3[N:13]=2)[CH:17]=[CH:18][CH:19]=[CH:20][CH:21]=1. (6) Given the reactants Br[CH2:2][C:3](=[O:8])[CH2:4][CH:5]([CH3:7])[CH3:6].[C:9]1(=[O:19])[NH:13][C:12](=[O:14])[C:11]2=[CH:15][CH:16]=[CH:17][CH:18]=[C:10]12.[K], predict the reaction product. The product is: [CH3:6][CH:5]([CH3:7])[CH2:4][C:3](=[O:8])[CH2:2][N:13]1[C:9](=[O:19])[C:10]2[C:11](=[CH:15][CH:16]=[CH:17][CH:18]=2)[C:12]1=[O:14]. (7) Given the reactants [O-]CC.[Na+].C(O[C:8](=[O:20])[CH:9]([C:18]#[N:19])[CH2:10][CH:11](OCC)OCC)C.[CH3:21][C:22]([CH3:27])([CH3:26])[C:23]([NH2:25])=[NH:24], predict the reaction product. The product is: [C:22]([C:23]1[NH:25][C:18]2[NH:19][CH:11]=[CH:10][C:9]=2[C:8](=[O:20])[N:24]=1)([CH3:27])([CH3:26])[CH3:21]. (8) Given the reactants [F:1][C:2]1[CH:3]=[C:4]([C:9]2([CH2:15][CH2:16][C:17]([OH:19])=O)[CH2:14][CH2:13][CH2:12][CH2:11][CH2:10]2)[CH:5]=[C:6]([F:8])[CH:7]=1.O/[N:21]=[C:22](/[C:24]1[C:25](=[O:31])[NH:26][C:27]([CH3:30])=[CH:28][CH:29]=1)\[NH2:23].C(N=C=NC(C)C)(C)C.CCCC[N+](CCCC)(CCCC)CCCC.[F-].C1C2C(C3ON=C(N)N=3)CN(C2)C1, predict the reaction product. The product is: [F:1][C:2]1[CH:3]=[C:4]([C:9]2([CH2:15][CH2:16][C:17]3[O:19][N:23]=[C:22]([C:24]4[C:25](=[O:31])[NH:26][C:27]([CH3:30])=[CH:28][CH:29]=4)[N:21]=3)[CH2:10][CH2:11][CH2:12][CH2:13][CH2:14]2)[CH:5]=[C:6]([F:8])[CH:7]=1.